This data is from Catalyst prediction with 721,799 reactions and 888 catalyst types from USPTO. The task is: Predict which catalyst facilitates the given reaction. (1) Reactant: CCC(C)[BH-](C(C)CC)C(C)CC.[Li+].[CH3:15][C@H:16]1[CH2:44][O:43][C@@:19]2([O:23][C@H:22]3[CH2:24][C@H:25]4[C@@H:30]5[CH2:31][CH2:32][C@@H:33]6[CH2:39][C:37](=[O:38])[CH2:36][CH2:35][C@:34]6([CH3:40])[C@H:29]5[CH2:28][CH2:27][C@:26]4([CH3:41])[C@H:21]3[C@@H:20]2[CH3:42])[CH2:18][CH2:17]1. Product: [CH3:15][C@H:16]1[CH2:44][O:43][C@@:19]2([O:23][C@H:22]3[CH2:24][C@H:25]4[C@@H:30]5[CH2:31][CH2:32][C@@H:33]6[CH2:39][C@@H:37]([OH:38])[CH2:36][CH2:35][C@:34]6([CH3:40])[C@H:29]5[CH2:28][CH2:27][C@:26]4([CH3:41])[C@H:21]3[C@@H:20]2[CH3:42])[CH2:18][CH2:17]1. The catalyst class is: 7. (2) Reactant: [CH3:1][C:2]1[N:6]([CH2:7][C:8]([OH:10])=O)[N:5]=[C:4]([C:11]([F:14])([F:13])[F:12])[CH:3]=1.[C:15](Cl)(=O)C(Cl)=O.N1([C:27]2([C:32]([O:34][CH2:35][CH3:36])=[O:33])[CH:31]=[N:30][NH:29][NH:28]2)CCCCC1.C([N:39]([CH2:42][CH3:43])[CH2:40][CH3:41])C. Product: [CH3:1][C:2]1[N:6]([CH2:7][C:8]([N:39]2[CH2:40][CH2:41][CH:15]([N:29]3[N:28]=[C:27]([C:32]([O:34][CH2:35][CH3:36])=[O:33])[CH:31]=[N:30]3)[CH2:43][CH2:42]2)=[O:10])[N:5]=[C:4]([C:11]([F:14])([F:13])[F:12])[CH:3]=1. The catalyst class is: 120. (3) Reactant: [Br:1][C:2]1[C:3](F)=[C:4]2[C:10]([NH:11][C:12]([C:14]3([C:17]([F:20])([F:19])[F:18])[CH2:16][CH2:15]3)=[O:13])=[CH:9][NH:8][C:5]2=[N:6][CH:7]=1.[NH:22]1[CH2:27][CH2:26][CH2:25][C@@H:24]([NH:28][C:29](=[O:35])[O:30][C:31]([CH3:34])([CH3:33])[CH3:32])[CH2:23]1. Product: [Br:1][C:2]1[C:3]([N:22]2[CH2:27][CH2:26][CH2:25][C@@H:24]([NH:28][C:29](=[O:35])[O:30][C:31]([CH3:33])([CH3:32])[CH3:34])[CH2:23]2)=[C:4]2[C:10]([NH:11][C:12]([C:14]3([C:17]([F:20])([F:19])[F:18])[CH2:16][CH2:15]3)=[O:13])=[CH:9][NH:8][C:5]2=[N:6][CH:7]=1. The catalyst class is: 114. (4) Reactant: [C:1]([C:4]1[CH:13]=[CH:12][C:11]([OH:14])=[C:10]2[C:5]=1[CH:6]=[CH:7][CH:8]=[N:9]2)(=[O:3])[CH3:2].C(=O)([O-])[O-].[K+].[K+].[CH2:21](Br)[C:22]1[CH:27]=[CH:26][CH:25]=[CH:24][CH:23]=1. Product: [C:1]([C:4]1[CH:13]=[CH:12][C:11]([O:14][CH2:21][C:22]2[CH:27]=[CH:26][CH:25]=[CH:24][CH:23]=2)=[C:10]2[C:5]=1[CH:6]=[CH:7][CH:8]=[N:9]2)(=[O:3])[CH3:2]. The catalyst class is: 21. (5) Reactant: [CH2:1]([S:8][CH:9]([CH:42]=O)[CH2:10][NH:11][C:12]([C:14]1[NH:15][C:16]2[C:21]([CH:22]=1)=[CH:20][C:19]([O:23][CH2:24][CH2:25][CH2:26][S:27]([CH3:30])(=[O:29])=[O:28])=[CH:18][C:17]=2[N:31]([CH3:41])[S:32]([C:35]1[CH:40]=[CH:39][CH:38]=[CH:37][N:36]=1)(=[O:34])=[O:33])=[O:13])[C:2]1[CH:7]=[CH:6][CH:5]=[CH:4][CH:3]=1.[C:44]([N:47]1[CH2:52][CH2:51][NH:50][CH2:49][CH2:48]1)(=[O:46])[CH3:45].C(O[BH-](OC(=O)C)OC(=O)C)(=O)C.[Na+].C(O)(=O)CC(CC(O)=O)(C(O)=O)O.C(=O)([O-])O.[Na+]. Product: [C:44]([N:47]1[CH2:52][CH2:51][N:50]([CH2:42][CH:9]([S:8][CH2:1][C:2]2[CH:3]=[CH:4][CH:5]=[CH:6][CH:7]=2)[CH2:10][NH:11][C:12]([C:14]2[NH:15][C:16]3[C:21]([CH:22]=2)=[CH:20][C:19]([O:23][CH2:24][CH2:25][CH2:26][S:27]([CH3:30])(=[O:29])=[O:28])=[CH:18][C:17]=3[N:31]([CH3:41])[S:32]([C:35]2[CH:40]=[CH:39][CH:38]=[CH:37][N:36]=2)(=[O:33])=[O:34])=[O:13])[CH2:49][CH2:48]1)(=[O:46])[CH3:45]. The catalyst class is: 26. (6) Reactant: [Cl:1][C:2]1[CH:3]=[C:4]2[N:11]([CH2:12][O:13][CH2:14][CH2:15][Si:16]([CH3:19])([CH3:18])[CH3:17])[C:10]([O:20][C@H:21]3[C@H:25]4[O:26][CH2:27][C@@H:28]([OH:29])[C@H:24]4[O:23][CH2:22]3)=[N:9][C:5]2=[N:6][C:7]=1I.[C:30]1(B(O)O)[CH2:34][CH2:33][CH2:32][CH:31]=1.[O-]P([O-])([O-])=O.[K+].[K+].[K+]. Product: [Cl:1][C:2]1[CH:3]=[C:4]2[N:11]([CH2:12][O:13][CH2:14][CH2:15][Si:16]([CH3:19])([CH3:18])[CH3:17])[C:10]([O:20][C@H:21]3[C@H:25]4[O:26][CH2:27][C@@H:28]([OH:29])[C@H:24]4[O:23][CH2:22]3)=[N:9][C:5]2=[N:6][C:7]=1[C:30]1[CH2:34][CH2:33][CH2:32][CH:31]=1. The catalyst class is: 127. (7) Reactant: [NH2:1][C:2]1[CH:11]=[CH:10][C:5]([C:6](OC)=[O:7])=[C:4]([F:12])[CH:3]=1.[H-].[H-].[H-].[H-].[Li+].[Al+3]. Product: [NH2:1][C:2]1[CH:11]=[CH:10][C:5]([CH2:6][OH:7])=[C:4]([F:12])[CH:3]=1. The catalyst class is: 1.